This data is from Catalyst prediction with 721,799 reactions and 888 catalyst types from USPTO. The task is: Predict which catalyst facilitates the given reaction. (1) Reactant: [Cl:1][C:2]1[CH:7]=[C:6]([N:8]=[C:9]=[S:10])[CH:5]=[C:4]([Cl:11])[C:3]=1[C:12]#[C:13][C:14]([CH3:17])([CH3:16])[CH3:15].[N:18]#[C:19][NH2:20].[Na].I[CH3:23]. Product: [C:19](/[N:20]=[C:9](\[S:10][CH3:23])/[NH:8][C:6]1[CH:7]=[C:2]([Cl:1])[C:3]([C:12]#[C:13][C:14]([CH3:17])([CH3:16])[CH3:15])=[C:4]([Cl:11])[CH:5]=1)#[N:18]. The catalyst class is: 5. (2) Reactant: [C:1]([O:5][C:6](=[O:18])[NH:7][C:8]1[CH:9]=[C:10]2[C:14](=[CH:15][CH:16]=1)[CH2:13][NH:12][C:11]2=[O:17])([CH3:4])([CH3:3])[CH3:2].[O:19](C)[S:20]([C:23]([F:26])([F:25])[F:24])(=[O:22])=[O:21]. Product: [F:24][C:23]([F:26])([F:25])[S:20]([O-:22])(=[O:21])=[O:19].[C:1]([O:5][C:6]([NH:7][C:8]1[CH:9]=[C:10]2[C:14](=[CH:15][CH:16]=1)[CH2:13][NH+:12]=[C:11]2[O:17][CH3:23])=[O:18])([CH3:4])([CH3:2])[CH3:3]. The catalyst class is: 4. (3) Reactant: [N+:1]([CH2:4][CH2:5][CH2:6][C:7]([O:9]C)=O)([O-:3])=[O:2].[NH3:11]. Product: [N+:1]([CH2:4][CH2:5][CH2:6][C:7]([NH2:11])=[O:9])([O-:3])=[O:2]. The catalyst class is: 5. (4) Reactant: [Br:1]N1C(=O)CCC1=O.CN(C)C(=O)[C@H:12]([CH:25]([CH3:27])[CH3:26])[CH2:13]/[CH:14]=[CH:15]/[CH2:16][O:17][CH2:18][C:19]1[CH:24]=[CH:23][CH:22]=[CH:21][CH:20]=1.C(O)(=O)C.[C:34](=[O:37])(O)[O-:35].[Na+].S([O-])([O-])=O.[Na+].[Na+]. Product: [CH2:18]([O:17][CH2:16][C@H:15]([C@H:14]1[O:35][C:34](=[O:37])[C@H:12]([CH:25]([CH3:27])[CH3:26])[CH2:13]1)[Br:1])[C:19]1[CH:24]=[CH:23][CH:22]=[CH:21][CH:20]=1. The catalyst class is: 132. (5) Product: [NH2:24][C:22]1[N:21]=[CH:20][N:19]=[C:18]2[N:17]([C@@H:25]3[CH2:30][CH2:29][CH2:28][N:27]([C:38](=[O:41])[CH:39]=[CH2:40])[CH2:26]3)[N:16]=[C:15]([C:4]3[CH:5]=[CH:6][C:7]([O:8][C:9]4[CH:10]=[CH:11][CH:12]=[CH:13][CH:14]=4)=[C:2]([Cl:1])[CH:3]=3)[C:23]=12. The catalyst class is: 2. Reactant: [Cl:1][C:2]1[CH:3]=[C:4]([C:15]2[C:23]3[C:18](=[N:19][CH:20]=[N:21][C:22]=3[NH2:24])[N:17]([C@@H:25]3[CH2:30][CH2:29][CH2:28][NH:27][CH2:26]3)[N:16]=2)[CH:5]=[CH:6][C:7]=1[O:8][C:9]1[CH:14]=[CH:13][CH:12]=[CH:11][CH:10]=1.CCN(CC)CC.[C:38](Cl)(=[O:41])[CH:39]=[CH2:40].O. (6) Reactant: [CH3:1][C:2]1([CH3:10])[CH:7]2[CH2:8][CH:3]1[CH:4]=[CH:5][C:6]2=[O:9].[O-][Mn](=O)(=O)=O.[K+].O.CC1(C)[C@H]2C[C@@H]1CCC2=C.[O-][Mn](=O)(=O)=O.[K+]. Product: [CH3:1][C:2]1([CH3:10])[CH:7]2[CH2:8][CH:3]1[CH2:4][CH2:5][C:6]2=[O:9]. The catalyst class is: 2. (7) Reactant: C([O:8][C:9]1[CH:14]=[C:13]([O:15][CH2:16][O:17][CH3:18])[CH:12]=[CH:11][C:10]=1[C:19]([C:21]1[CH:26]=[CH:25][C:24]([O:27][CH2:28][C:29]2[N:30]=[C:31]([C:35]3[CH:40]=[CH:39][CH:38]=[CH:37][CH:36]=3)[O:32][C:33]=2[CH3:34])=[CH:23][CH:22]=1)=[O:20])C1C=CC=CC=1. Product: [OH:8][C:9]1[CH:14]=[C:13]([O:15][CH2:16][O:17][CH3:18])[CH:12]=[CH:11][C:10]=1[C:19]([C:21]1[CH:22]=[CH:23][C:24]([O:27][CH2:28][C:29]2[N:30]=[C:31]([C:35]3[CH:36]=[CH:37][CH:38]=[CH:39][CH:40]=3)[O:32][C:33]=2[CH3:34])=[CH:25][CH:26]=1)=[O:20]. The catalyst class is: 849. (8) Reactant: [C:1]1([S:7]([CH2:9][F:10])=O)[CH:6]=[CH:5][CH:4]=[CH:3][CH:2]=1.[CH3:11][C:12]1[CH:13]=[CH:14][CH:15]=[CH:16][C:17]=1[CH3:18].FC(F)(F)S(OS(C(F)(F)F)(=O)=O)(=O)=O.[H+].[B-:35]([F:39])([F:38])([F:37])[F:36]. Product: [F:36][B-:35]([F:39])([F:38])[F:37].[CH3:11][C:12]1[CH:13]=[C:14]([S+:7]([CH2:9][F:10])[C:1]2[CH:6]=[CH:5][CH:4]=[CH:3][CH:2]=2)[CH:15]=[CH:16][C:17]=1[CH3:18]. The catalyst class is: 27.